From a dataset of Reaction yield outcomes from USPTO patents with 853,638 reactions. Predict the reaction yield, written as a fraction of the theoretical maximum amount of product (1.0 means a 100% yield; for example, 0.34 means a 34% yield). (1) The reactants are [N:1]1([C:7]([O:9][C:10]([CH3:13])([CH3:12])[CH3:11])=[O:8])[CH2:6][CH2:5][NH:4][CH2:3][CH2:2]1.Cl.O1CCOCC1.[S-:21][C:22]#[N:23]. The catalyst is C1COCC1.O. The product is [NH2:23][C:22]([N:4]1[CH2:5][CH2:6][N:1]([C:7]([O:9][C:10]([CH3:13])([CH3:12])[CH3:11])=[O:8])[CH2:2][CH2:3]1)=[S:21]. The yield is 0.920. (2) The reactants are [Br:1][C:2]1[C:7]([O:8][CH3:9])=[CH:6][C:5]([C:10]2[O:11][CH:12]=[CH:13][CH:14]=2)=[CH:4][C:3]=1[O:15][CH3:16].C([N-]C(C)C)(C)C.[Li+].CON(C)[C:28](=[O:44])[CH:29]([O:42][CH3:43])[C:30]1[CH:35]=[CH:34][C:33]([N:36]2[CH2:41][CH2:40][O:39][CH2:38][CH2:37]2)=[CH:32][CH:31]=1. The catalyst is C1COCC1. The product is [Br:1][C:2]1[C:7]([O:8][CH3:9])=[CH:6][C:5]([C:10]2[O:11][C:12]([C:28](=[O:44])[CH:29]([O:42][CH3:43])[C:30]3[CH:31]=[CH:32][C:33]([N:36]4[CH2:37][CH2:38][O:39][CH2:40][CH2:41]4)=[CH:34][CH:35]=3)=[CH:13][CH:14]=2)=[CH:4][C:3]=1[O:15][CH3:16]. The yield is 0.590. (3) The reactants are [O:1]=[C:2]1[CH2:6][CH2:5][CH2:4][N:3]1[CH2:7][CH2:8][C:9](N1CC[C@H](N2CCC(N3C4C=CC=CC=4NC3=O)CC2)C1)=[O:10].[O:32]=C1N(C2CCN([C@H]3CCN(C(OC(C)(C)C)=O)C3)CC2)C2C=CC=CC=2N1. No catalyst specified. The product is [O:1]=[C:2]1[CH2:6][CH2:5][CH2:4][N:3]1[CH2:7][CH2:8][C:9]([OH:10])=[O:32]. The yield is 0.880. (4) The reactants are [C:1]([NH:4][CH2:5][C:6]1[CH:11]=[CH:10][C:9]([C:12]2[N:21]=[C:20]([C:22](O)=[O:23])[C:19]3[C:14](=[CH:15][CH:16]=[CH:17][CH:18]=3)[N:13]=2)=[CH:8][CH:7]=1)(=[O:3])[CH3:2].Cl.[CH3:26][O:27][C:28]1[C:37]([O:38][CH3:39])=[CH:36][CH:35]=[C:34]2[C:29]=1[CH2:30][CH2:31][NH:32][CH2:33]2. The product is [C:1]([NH:4][CH2:5][C:6]1[CH:7]=[CH:8][C:9]([C:12]2[N:21]=[C:20]([C:22]([N:32]3[CH2:31][CH2:30][C:29]4[C:34](=[CH:35][CH:36]=[C:37]([O:38][CH3:39])[C:28]=4[O:27][CH3:26])[CH2:33]3)=[O:23])[C:19]3[C:14](=[CH:15][CH:16]=[CH:17][CH:18]=3)[N:13]=2)=[CH:10][CH:11]=1)(=[O:3])[CH3:2]. No catalyst specified. The yield is 0.0500. (5) The reactants are C([O:3][C:4](=O)[C:5]([N:8]1[C:16]2[C:11](=[N:12][CH:13]=[CH:14][CH:15]=2)[N:10]=[CH:9]1)([CH3:7])[CH3:6])C.[BH4-].[Na+]. The catalyst is C(O)C. The product is [N:8]1([C:5]([CH3:7])([CH3:6])[CH2:4][OH:3])[C:16]2[C:11](=[N:12][CH:13]=[CH:14][CH:15]=2)[N:10]=[CH:9]1. The yield is 0.920. (6) The reactants are [CH3:1][CH:2]([CH3:6])[C:3](=[NH:5])[NH2:4].Cl.[F:8][C:9]1[CH:10]=[C:11]([NH:16][C:17]([C:19]2[CH:20]=[C:21]([S:26](Cl)(=[O:28])=[O:27])[CH:22]=[CH:23][C:24]=2[F:25])=[O:18])[CH:12]=[CH:13][C:14]=1[F:15]. The catalyst is C1COCC1.[OH-].[Na+]. The product is [F:8][C:9]1[CH:10]=[C:11]([NH:16][C:17](=[O:18])[C:19]2[CH:20]=[C:21]([S:26](=[O:28])(=[O:27])[NH:5][C:3](=[NH:4])[CH:2]([CH3:6])[CH3:1])[CH:22]=[CH:23][C:24]=2[F:25])[CH:12]=[CH:13][C:14]=1[F:15]. The yield is 0.0500. (7) The product is [Cl:1][C:2]1[N:7]=[CH:6][C:5]2[CH:8]=[N:9][N:10]([C:11]3[CH:16]=[CH:15][CH:14]=[C:13]([N:17]4[CH2:23][CH2:22][CH2:21][N:20]([CH:26]5[CH2:27][O:24][CH2:25]5)[CH2:19][CH2:18]4)[N:12]=3)[C:4]=2[CH:3]=1. The catalyst is ClCCCl. The yield is 0.630. The reactants are [Cl:1][C:2]1[N:7]=[CH:6][C:5]2[CH:8]=[N:9][N:10]([C:11]3[CH:16]=[CH:15][CH:14]=[C:13]([N:17]4[CH2:23][CH2:22][CH2:21][NH:20][CH2:19][CH2:18]4)[N:12]=3)[C:4]=2[CH:3]=1.[O:24]1[CH2:27][C:26](=O)[CH2:25]1.